From a dataset of Catalyst prediction with 721,799 reactions and 888 catalyst types from USPTO. Predict which catalyst facilitates the given reaction. (1) The catalyst class is: 3. Reactant: CN1CCOCC1.[Cl:8][C:9]1[CH:14]=[CH:13][C:12]([NH:15][C:16]([O:18][C@H:19]([C:23]2[CH:28]=[CH:27][CH:26]=[CH:25][CH:24]=2)[C:20]([OH:22])=O)=[O:17])=[CH:11][CH:10]=1.[CH3:29][O:30][N:31]=[C:32]1[CH2:37][CH2:36][CH2:35][CH2:34][N:33]1[C:38]1[CH:43]=[CH:42][C:41]([NH2:44])=[CH:40][CH:39]=1.Cl.CN(C)CCCN=C=NCC.O.OC1C2N=NNC=2C=CC=1.C(=O)([O-])O.[Na+]. Product: [Cl:8][C:9]1[CH:10]=[CH:11][C:12]([NH:15][C:16]([O:18][C@H:19]([C:23]2[CH:28]=[CH:27][CH:26]=[CH:25][CH:24]=2)[C:20]([NH:44][C:41]2[CH:42]=[CH:43][C:38]([N:33]3[CH2:34][CH2:35][CH2:36][CH2:37][C:32]3=[N:31][O:30][CH3:29])=[CH:39][CH:40]=2)=[O:22])=[O:17])=[CH:13][CH:14]=1. (2) Reactant: S(Cl)(Cl)=O.[CH3:5][N:6]1[C:10]([CH2:11]O)=[C:9]([CH2:13][O:14][C:15]2[C:24]3[C:19](=[CH:20][CH:21]=[CH:22][CH:23]=3)[C:18]3=[N:25][N:26]=[C:27]([C:28]4[CH:32]=[C:31]([CH3:33])[O:30][N:29]=4)[N:17]3[N:16]=2)[N:8]=[N:7]1.ClCC1N=NNC=1.[NH:41]1[CH2:46][CH2:45][CH2:44][CH2:43][CH2:42]1. Product: [CH3:33][C:31]1[O:30][N:29]=[C:28]([C:27]2[N:17]3[N:16]=[C:15]([O:14][CH2:13][C:9]4[N:8]=[N:7][N:6]([CH3:5])[C:10]=4[CH2:11][N:41]4[CH2:46][CH2:45][CH2:44][CH2:43][CH2:42]4)[C:24]4[C:19]([C:18]3=[N:25][N:26]=2)=[CH:20][CH:21]=[CH:22][CH:23]=4)[CH:32]=1. The catalyst class is: 2.